This data is from Catalyst prediction with 721,799 reactions and 888 catalyst types from USPTO. The task is: Predict which catalyst facilitates the given reaction. (1) Reactant: [F:1][C:2]1[C:7]([F:8])=[CH:6][CH:5]=[CH:4][C:3]=1[C@@H:9]1[CH2:19][CH2:18][C@@H:17]([N:20]2C(=O)C3C(=CC=CC=3)C2=O)[C:12]2=[N:13][CH:14]=[CH:15][N:16]=[C:11]2[C@H:10]1[NH:31][C:32](=[O:38])[O:33][C:34]([CH3:37])([CH3:36])[CH3:35].O.NN. Product: [NH2:20][C@H:17]1[C:12]2=[N:13][CH:14]=[CH:15][N:16]=[C:11]2[C@@H:10]([NH:31][C:32](=[O:38])[O:33][C:34]([CH3:37])([CH3:36])[CH3:35])[C@H:9]([C:3]2[CH:4]=[CH:5][CH:6]=[C:7]([F:8])[C:2]=2[F:1])[CH2:19][CH2:18]1. The catalyst class is: 5. (2) Reactant: Cl[C:2]1[CH:7]=[N:6][CH:5]=[C:4]([O:8][CH2:9][CH2:10][O:11][C:12]2[CH:17]=[CH:16][CH:15]=[CH:14][CH:13]=2)[N:3]=1.[NH:18]1[CH2:23][CH2:22][NH:21][CH2:20][CH2:19]1.C([O-])([O-])=O.[K+].[K+]. Product: [O:11]([CH2:10][CH2:9][O:8][C:4]1[CH:5]=[N:6][CH:7]=[C:2]([N:18]2[CH2:23][CH2:22][NH:21][CH2:20][CH2:19]2)[N:3]=1)[C:12]1[CH:17]=[CH:16][CH:15]=[CH:14][CH:13]=1. The catalyst class is: 245. (3) Reactant: [Cl:1][C:2]1[CH:3]=[C:4]([NH:12][C:13]([C:15]2[CH:24]=[CH:23][C:18]([C:19]([O:21]C)=[O:20])=[CH:17][N:16]=2)=[O:14])[CH:5]=[C:6]([Cl:11])[C:7]=1[O:8][CH2:9][CH3:10]. Product: [Cl:11][C:6]1[CH:5]=[C:4]([NH:12][C:13]([C:15]2[CH:24]=[CH:23][C:18]([C:19]([OH:21])=[O:20])=[CH:17][N:16]=2)=[O:14])[CH:3]=[C:2]([Cl:1])[C:7]=1[O:8][CH2:9][CH3:10]. The catalyst class is: 5.